This data is from Reaction yield outcomes from USPTO patents with 853,638 reactions. The task is: Predict the reaction yield, written as a fraction of the theoretical maximum amount of product (1.0 means a 100% yield; for example, 0.34 means a 34% yield). The reactants are [Li][CH2:2][CH2:3][CH2:4]C.CO[C:8]1[CH:13]=[CH:12][CH:11]=[CH:10][C:9]=1[PH:14]C1C=CC=CC=1.Br[CH2:22][C:23]1[CH:28]=[CH:27][CH:26]=[C:25]([C:29]2[CH:34]=[CH:33][CH:32]=[CH:31][CH:30]=2)[N:24]=1.[CH2:35]1[CH2:39][O:38][CH2:37][CH2:36]1. No catalyst specified. The product is [CH3:37][O:38][C:39]1[CH:35]=[CH:36][CH:4]=[CH:3][C:2]=1[CH:22]([PH:14][C:9]1[CH:10]=[CH:11][CH:12]=[CH:13][CH:8]=1)[C:23]1[CH:28]=[CH:27][CH:26]=[C:25]([C:29]2[CH:34]=[CH:33][CH:32]=[CH:31][CH:30]=2)[N:24]=1. The yield is 0.590.